From a dataset of Experimentally validated miRNA-target interactions with 360,000+ pairs, plus equal number of negative samples. Binary Classification. Given a miRNA mature sequence and a target amino acid sequence, predict their likelihood of interaction. (1) The miRNA is hsa-miR-4773 with sequence CAGAACAGGAGCAUAGAAAGGC. The protein sequence of the target gene is MTKLEEHLEGIVNIFHQYSVRKGHFDTLSKGELKQLLTKELANTIKNIKDKAVIDEIFQGLDANQDEQVDFQEFISLVAIALKAAHYHTHKE. Result: 0 (no interaction). (2) The miRNA is cel-miR-58a-3p with sequence UGAGAUCGUUCAGUACGGCAAU. The protein sequence of the target gene is MAGGKAGKDSGKAKAKAVSRSQRAGLQFPVGRIHRHLKTRTTSHGRVGATAAVYSAAILEYLTAEVLELAGNASKDLKVKRITPRHLQLAIRGDEELDSLIKATIAGGGVIPHIHKSLIGKKGQQKTA. Result: 0 (no interaction). (3) The miRNA is hsa-miR-522-5p with sequence CUCUAGAGGGAAGCGCUUUCUG. The protein sequence of the target gene is MERIPSAQPPPTCLPKAPGLEHGDLSGMDFAHMYQVYKSRRGIKRSEDSKETYKLPHRLIEKKRRDRINECIAQLKDLLPEHLKLTTLGHLEKAVVLELTLKHVKALTNLIDQQQQKIIALQSGLQAGDLSGRNLEAGQEMFCSGFQTCAREVLQYLAKHENTRDLKSSQLVTHLHRVVSELLQGGASRKPLDSAPKAVDLKEKPSFLAKGSEGPGKNCVPVIQRTFAPSGGEQSGSDTDTDSGYGGELEKGDLRSEQPYFKSDHGRRFAVGERVSTIKQESEEPPTKKSRMQLSEEEGH.... Result: 0 (no interaction). (4) The miRNA is hsa-miR-7162-3p with sequence UCUGAGGUGGAACAGCAGC. The protein sequence of the target gene is MDYFPVIFSLLFVTFQGAPETAVLGAELSTGAENGVQSPPPSTPWRPRRSKRCSCSSLMDKECVYFCHLDIIWVNTPERVVPYGLGGSSRSKRSLKDLLPNKATDQAVRCQCAHQKDKKCWNFCQAGKELRAQSTMQKSLKDSKKGKPCSKLGKKCIYQQLVEGRKLRRLEAISNSIKASFRVAKLKAELYRDQKLTHNRAH. Result: 0 (no interaction). (5) The miRNA is hsa-miR-6883-3p with sequence UUCCCUAUCUCACUCUCCUCAG. The protein sequence of the target gene is MGTPGTSAGALFLSSASAPSRKRAAGEAGEAGVARSRQRVLDEEEYIEGLQTVIQRDFFPDVEKLQAQKEYLEAEENGDLERMRQIAIKFGSALGKISREPPPPYVTPATFETPEVHPGSAVLGNKPRPQGRDLDDGEAGEEEEKEPLPSLDVFLSQYTSEDNASFQEIMEVAKEKSHARHAWLYQAEEEFEKRQKDNLELPSAEHQAIESSQAGVETWKYKAKNSLMYYPEGVPDEEQLFKKPRQIVHKNTRFLRDPFSQALSRSQLQQAAALNAQHKQGKVGPDGKELIPQESPRVGG.... Result: 0 (no interaction). (6) The miRNA is mmu-miR-883a-3p with sequence UAACUGCAACAGCUCUCAGUAU. The protein sequence of the target gene is MGGRKMATDEENVYGLEENAQSRQESTRRLILVGRTGAGKSATGNSILGQRRFFSRLGATSVTRACTTGSRRWDKCHVEVVDTPDIFSSQVSKTDPGCEERGHCYLLSAPGPHALLLVTQLGRFTAQDQQAVRQVRDMFGEDVLKWMVIVFTRKEDLAGGSLHDYVSNTENRALRELVAECGGRVCAFDNRATGREQEAQVEQLLGMVEGLVLEHKGAHYSNEVYELAQVLRWAGPEERLRRVAERVAARVQRRPWGAWLSARLWKWLKSPRSWRLGLALLLGGALLFWVLLHRRWSEAV.... Result: 0 (no interaction). (7) The miRNA is hsa-miR-7976 with sequence UGCCCUGAGACUUUUGCUC. The protein sequence of the target gene is MAYQSLRLEYLQIPPVSRAYTTACVLTTAAVQLELITPFQLYFNPELIFKHFQIWRLITNFLFFGPVGFNFLFNMIFLYRYCRMLEEGSFRGRTADFVFMFLFGGFLMTLFGLFVSLVFLGQAFTIMLVYVWSRRNPYVRMNFFGLLNFQAPFLPWVLMGFSLLLGNSIIVDLLGIAVGHIYFFLEDIFPNQPGGIRILKTPSILRTIFDTPDEDPNYNPLPEERPGGFAWGEGQRLGG. Result: 0 (no interaction). (8) The protein sequence of the target gene is MSTTSKESLVCNLRQLKCHFTWNLIAEDESLDEFEDRVFNKDEFQNSEFKATMCNILAYVKHCRGLNEAALQCLGEAEGFIQQQHPDQVEIRSLVTWGNYAWVYYHMGQFSKAQAYLDKVKQVCKKFSSPYRIENPALDCEEGWARLKCTKNQNERVKVCFQKALEKDPKNPEFTSGWAIAFYRLDDWPARNYCIDSLEQAIQLSPDNTYVKVLLALKLDAVHVHKNQAMALVEEALKKDPSAIDTLLRAARFYCKVYDTDRAIQLLRKALEKLPNNAYVHYYMGCCYRSKVHHMLNRRE.... The miRNA is mmu-miR-672-3p with sequence ACACACAGUCACUAUCUUCGA. Result: 0 (no interaction). (9) The miRNA is mmu-miR-103-3p with sequence AGCAGCAUUGUACAGGGCUAUGA. The protein sequence of the target gene is MSALTPPTDMPTPTTDKITQAAMETIYLCKFRVSMDGEWLCLRELDDISLTPDPEPTHEDPNYLMANERMNLMNMAKLSIKGLIESALNLGRTLDSDYAPLQQFFVVMEHCLKHGLKAKKTFLGQNKSFWGPLELVEKLVPEAAEITASVKDLPGLKTPVGRGRAWLRLALMQKKLSEYMKALINKKELLSEFYEVNALMMEEEGAIIAGLLVGLNVIDANFCMKGEDLDSQVGVIDFSMYLKDGNSSKGSEGDGQITAILDQKNYVEELNRHLNATVNNLQTKVDLLEKSNTKLTEELA.... Result: 0 (no interaction). (10) The miRNA is hsa-miR-202-5p with sequence UUCCUAUGCAUAUACUUCUUUG. The protein sequence of the target gene is MTELAGASSSCCHRPAGRGAMQSVLHHFQRLRGREGGSHFINTSSPRGEAKMSITSDEVNFLVYRYLQESGFSHSAFTFGIESHISQSNINGTLVPPAALISILQKGLQYVEAEISINEDGTVFDGRPIESLSLIDAVMPDVVQTRQQAFREKLAQQQASAAAAAAAATAAATAATTTSAGVSHQNPSKNREATVNGEENRAHSVNNHAKPMEIDGEVEIPSSKATVLRGHESEVFICAWNPVSDLLASGSGDSTARIWNLNENSNGGSTQLVLRHCIREGGHDVPSNKDVTSLDWNTNG.... Result: 0 (no interaction).